This data is from Reaction yield outcomes from USPTO patents with 853,638 reactions. The task is: Predict the reaction yield, written as a fraction of the theoretical maximum amount of product (1.0 means a 100% yield; for example, 0.34 means a 34% yield). (1) The reactants are [CH2:1]1[C:9]2[C:4](=[CH:5][CH:6]=[CH:7][CH:8]=2)[CH2:3][CH:2]1[C:10]([O:12][CH2:13][CH3:14])=[O:11].[Cl-].[Al+3].[Cl-].[Cl-].[C:19](Cl)(=[O:27])[CH2:20][CH2:21][CH2:22][CH2:23][CH2:24][CH2:25][CH3:26]. The catalyst is ClCCl. The product is [C:19]([C:6]1[CH:5]=[C:4]2[C:9](=[CH:8][CH:7]=1)[CH2:1][CH:2]([C:10]([O:12][CH2:13][CH3:14])=[O:11])[CH2:3]2)(=[O:27])[CH2:20][CH2:21][CH2:22][CH2:23][CH2:24][CH2:25][CH3:26]. The yield is 0.650. (2) The reactants are Cl[C:2]1[CH:7]=[CH:6][C:5]([N+:8]([O-])=O)=[CH:4][N:3]=1.[CH3:11][N:12]([CH3:18])[CH:13]1[CH2:17][CH2:16][NH:15][CH2:14]1.C(N(CC)CC)C. The catalyst is C1COCC1. The product is [CH3:11][N:12]([CH3:18])[CH:13]1[CH2:17][CH2:16][N:15]([C:2]2[N:3]=[CH:4][C:5]([NH2:8])=[CH:6][CH:7]=2)[CH2:14]1. The yield is 0.560.